Task: Regression. Given a peptide amino acid sequence and an MHC pseudo amino acid sequence, predict their binding affinity value. This is MHC class II binding data.. Dataset: Peptide-MHC class II binding affinity with 134,281 pairs from IEDB (1) The peptide sequence is ESWGAVWRIDTPDKL. The MHC is HLA-DQA10501-DQB10201 with pseudo-sequence HLA-DQA10501-DQB10201. The binding affinity (normalized) is 0.392. (2) The peptide sequence is SQDLELSWNLNGLQRY. The MHC is DRB1_1302 with pseudo-sequence DRB1_1302. The binding affinity (normalized) is 0.558.